From a dataset of Merck oncology drug combination screen with 23,052 pairs across 39 cell lines. Regression. Given two drug SMILES strings and cell line genomic features, predict the synergy score measuring deviation from expected non-interaction effect. (1) Drug 1: CC(C)CC(NC(=O)C(Cc1ccccc1)NC(=O)c1cnccn1)B(O)O. Drug 2: COC1CC2CCC(C)C(O)(O2)C(=O)C(=O)N2CCCCC2C(=O)OC(C(C)CC2CCC(OP(C)(C)=O)C(OC)C2)CC(=O)C(C)C=C(C)C(O)C(OC)C(=O)C(C)CC(C)C=CC=CC=C1C. Cell line: UWB1289BRCA1. Synergy scores: synergy=4.80. (2) Drug 1: C=CCn1c(=O)c2cnc(Nc3ccc(N4CCN(C)CC4)cc3)nc2n1-c1cccc(C(C)(C)O)n1. Drug 2: O=C(NOCC(O)CO)c1ccc(F)c(F)c1Nc1ccc(I)cc1F. Cell line: SKOV3. Synergy scores: synergy=19.7. (3) Drug 1: C=CCn1c(=O)c2cnc(Nc3ccc(N4CCN(C)CC4)cc3)nc2n1-c1cccc(C(C)(C)O)n1. Drug 2: Cn1cc(-c2cnn3c(N)c(Br)c(C4CCCNC4)nc23)cn1. Cell line: EFM192B. Synergy scores: synergy=25.0. (4) Drug 1: CCC1(O)CC2CN(CCc3c([nH]c4ccccc34)C(C(=O)OC)(c3cc4c(cc3OC)N(C)C3C(O)(C(=O)OC)C(OC(C)=O)C5(CC)C=CCN6CCC43C65)C2)C1. Drug 2: O=C(O)C1(Cc2cccc(Nc3nccs3)n2)CCC(Oc2cccc(Cl)c2F)CC1. Cell line: ES2. Synergy scores: synergy=18.5. (5) Cell line: T47D. Drug 2: CNC(=O)c1cc(Oc2ccc(NC(=O)Nc3ccc(Cl)c(C(F)(F)F)c3)cc2)ccn1. Drug 1: O=C(O)C1(Cc2cccc(Nc3nccs3)n2)CCC(Oc2cccc(Cl)c2F)CC1. Synergy scores: synergy=6.63. (6) Drug 1: NC(=O)c1cccc2cn(-c3ccc(C4CCCNC4)cc3)nc12. Drug 2: CNC(=O)c1cc(Oc2ccc(NC(=O)Nc3ccc(Cl)c(C(F)(F)F)c3)cc2)ccn1. Cell line: NCIH23. Synergy scores: synergy=0.436. (7) Drug 1: NC(=O)c1cccc2cn(-c3ccc(C4CCCNC4)cc3)nc12. Drug 2: NC1(c2ccc(-c3nc4ccn5c(=O)[nH]nc5c4cc3-c3ccccc3)cc2)CCC1. Cell line: SKMEL30. Synergy scores: synergy=4.50. (8) Drug 1: COC1=C2CC(C)CC(OC)C(O)C(C)C=C(C)C(OC(N)=O)C(OC)C=CC=C(C)C(=O)NC(=CC1=O)C2=O. Drug 2: CNC(=O)c1cc(Oc2ccc(NC(=O)Nc3ccc(Cl)c(C(F)(F)F)c3)cc2)ccn1. Cell line: UWB1289. Synergy scores: synergy=2.14. (9) Synergy scores: synergy=8.89. Drug 1: O=C(CCCCCCC(=O)Nc1ccccc1)NO. Drug 2: C=CCn1c(=O)c2cnc(Nc3ccc(N4CCN(C)CC4)cc3)nc2n1-c1cccc(C(C)(C)O)n1. Cell line: MDAMB436.